From a dataset of Full USPTO retrosynthesis dataset with 1.9M reactions from patents (1976-2016). Predict the reactants needed to synthesize the given product. (1) Given the product [C:19]([C:11]1[CH:12]=[C:7]([CH2:5][CH3:6])[C:8]([O:17][CH3:18])=[CH:9][C:10]=1[NH:13][C:14](=[O:16])[CH3:15])(=[O:21])[CH3:20], predict the reactants needed to synthesize it. The reactants are: [Cl-].[Al+3].[Cl-].[Cl-].[CH2:5]([C:7]1[CH:12]=[CH:11][C:10]([NH:13][C:14](=[O:16])[CH3:15])=[CH:9][C:8]=1[O:17][CH3:18])[CH3:6].[C:19](Cl)(=[O:21])[CH3:20]. (2) The reactants are: [Cl:1][C:2]1[CH:7]=[CH:6][C:5]([S:8][CH2:9][CH:10](OC)OC)=[CH:4][CH:3]=1.C([O-])([O-])=O.[Na+].[Na+]. Given the product [Cl:1][C:2]1[CH:7]=[CH:6][C:5]2[S:8][CH:9]=[CH:10][C:4]=2[CH:3]=1, predict the reactants needed to synthesize it. (3) Given the product [CH2:1]([C@@:4]1([CH3:25])[CH2:9][C@H:8]([C:10]2[CH:15]=[CH:14][CH:13]=[C:12]([Cl:16])[CH:11]=2)[C@@H:7]([C:17]2[CH:22]=[CH:21][C:20]([Cl:23])=[CH:19][CH:18]=2)[N:6]([C:33]2[CH:32]=[CH:31][N:30]=[CH:29][N:28]=2)[C:5]1=[O:24])[CH:2]=[CH2:3], predict the reactants needed to synthesize it. The reactants are: [CH2:1]([C@@:4]1([CH3:25])[CH2:9][C@H:8]([C:10]2[CH:15]=[CH:14][CH:13]=[C:12]([Cl:16])[CH:11]=2)[C@@H:7]([C:17]2[CH:22]=[CH:21][C:20]([Cl:23])=[CH:19][CH:18]=2)[NH:6][C:5]1=[O:24])[CH:2]=[CH2:3].[H-].[Na+].[N:28]1[CH:33]=[CH:32][C:31](ON2C3C=CC=CC=3N=N2)=[N:30][CH:29]=1. (4) Given the product [Cl:1][C:2]1[C:10]2[N:6]([C:7]([CH2:14][CH2:15][O:16][CH3:17])=[CH:8][C:9]=2[C:11]([NH:18][CH2:19][C@@:20]2([OH:27])[CH2:25][CH2:24][CH2:23][C@@H:22]([CH3:26])[CH2:21]2)=[O:13])[CH:5]=[CH:4][CH:3]=1, predict the reactants needed to synthesize it. The reactants are: [Cl:1][C:2]1[C:10]2[N:6]([C:7]([CH2:14][CH2:15][O:16][CH3:17])=[CH:8][C:9]=2[C:11]([OH:13])=O)[CH:5]=[CH:4][CH:3]=1.[NH2:18][CH2:19][C@@:20]1([OH:27])[CH2:25][CH2:24][CH2:23][C@@H:22]([CH3:26])[CH2:21]1. (5) The reactants are: [F:1][C:2]1[CH:10]=[CH:9][CH:8]=[C:7]([F:11])[C:3]=1[C:4](Cl)=[O:5].[CH3:12][O:13][C:14]1[CH:22]=[C:21]2[C:17]([CH2:18][CH2:19][CH2:20]2)=[CH:16][C:15]=1[C:23]1[N:24]=[CH:25][C:26]([NH2:29])=[N:27][CH:28]=1.CCN(C(C)C)C(C)C. Given the product [F:1][C:2]1[CH:10]=[CH:9][CH:8]=[C:7]([F:11])[C:3]=1[C:4]([NH:29][C:26]1[CH:25]=[N:24][C:23]([C:15]2[CH:16]=[C:17]3[C:21](=[CH:22][C:14]=2[O:13][CH3:12])[CH2:20][CH2:19][CH2:18]3)=[CH:28][N:27]=1)=[O:5], predict the reactants needed to synthesize it. (6) Given the product [CH:14]1([C:9]2[NH:10][S:11](=[O:12])(=[O:13])[C:6]3[C:5]([C:20]4[CH:25]=[CH:24][CH:23]=[CH:22][N:21]=4)=[CH:4][CH:3]=[CH:2][C:7]=3[N:8]=2)[CH2:15][CH2:16][CH2:17][CH2:18][CH2:19]1, predict the reactants needed to synthesize it. The reactants are: Cl[C:2]1[C:7]2[N:8]=[C:9]([CH:14]3[CH2:19][CH2:18][CH2:17][CH2:16][CH2:15]3)[NH:10][S:11](=[O:13])(=[O:12])[C:6]=2[C:5]([C:20]2[CH:25]=[CH:24][CH:23]=[CH:22][N:21]=2)=[CH:4][CH:3]=1. (7) Given the product [Cl:22][C:18]1[CH:17]=[C:16]([C:15]2[S:14][C:13]([CH3:23])=[N:12][C:11]=2[C:9]([N:8]2[CH2:7][C@H:6]3[C@H:4]([CH2:5]3)[C@H:3]2[CH2:2][NH:1][C:30]([C:29]2[S:28][C:27]3=[N:33][CH:34]=[CH:35][N:26]3[C:25]=2[CH3:24])=[O:31])=[O:10])[CH:21]=[CH:20][CH:19]=1, predict the reactants needed to synthesize it. The reactants are: [NH2:1][CH2:2][C@H:3]1[N:8]([C:9]([C:11]2[N:12]=[C:13]([CH3:23])[S:14][C:15]=2[C:16]2[CH:21]=[CH:20][CH:19]=[C:18]([Cl:22])[CH:17]=2)=[O:10])[CH2:7][C@H:6]2[C@@H:4]1[CH2:5]2.[CH3:24][C:25]1[N:26]2[CH:35]=[CH:34][N:33]=[C:27]2[S:28][C:29]=1[C:30](O)=[O:31].